This data is from Forward reaction prediction with 1.9M reactions from USPTO patents (1976-2016). The task is: Predict the product of the given reaction. (1) Given the reactants [C:1]([OH:13])(=[O:12])[CH2:2][C:3]([CH2:8][C:9]([OH:11])=[O:10])([C:5]([OH:7])=[O:6])[OH:4].[CH2:14]([OH:23])[CH2:15][CH2:16][CH2:17][CH2:18][CH2:19][CH2:20][CH2:21][OH:22].CCNC(CC1C=CC2OCOC=2C=1)C.C(O)(=O)CC(CC(O)=O)(C(O)=O)O.C(O)CCCCCCCO.CCNC(CC1C=CC2OCOC=2C=1)C, predict the reaction product. The product is: [CH2:14]([OH:23])[CH2:15][CH2:16][CH2:17][CH2:18][CH2:19][CH2:20][CH2:21][OH:22].[C:1]([OH:13])(=[O:12])[CH2:2][C:3]([CH2:8][C:9]([OH:11])=[O:10])([C:5]([OH:7])=[O:6])[OH:4]. (2) Given the reactants [Cl:1][C:2]1[C:3]([CH2:18][CH3:19])=[C:4]([Cl:17])[C:5]2[O:10][CH2:9][C:8](=[O:11])[N:7]([CH2:12][CH2:13][CH2:14]Cl)[C:6]=2[CH:16]=1.C([O-])([O-])=O.[K+].[K+].[Na+].[I-].[CH2:28]([CH:32]1[CH2:37][CH2:36][NH:35][CH2:34][CH2:33]1)[CH2:29][CH2:30][CH3:31], predict the reaction product. The product is: [CH2:28]([CH:32]1[CH2:37][CH2:36][N:35]([CH2:14][CH2:13][CH2:12][N:7]2[C:6]3[CH:16]=[C:2]([Cl:1])[C:3]([CH2:18][CH3:19])=[C:4]([Cl:17])[C:5]=3[O:10][CH2:9][C:8]2=[O:11])[CH2:34][CH2:33]1)[CH2:29][CH2:30][CH3:31]. (3) Given the reactants [F:1][C:2]1[CH:3]=[C:4]([CH:29]=[C:30]([N:32]2[CH2:37][CH2:36][CH2:35][CH2:34][CH2:33]2)[CH:31]=1)[C:5]([NH:7][C:8]1[C:17]2[C:12](=[CH:13][CH:14]=[CH:15][CH:16]=2)[C:11]([O:18][C:19]2[CH:24]=[CH:23][N:22]=[C:21](S(C)(=O)=O)[N:20]=2)=[CH:10][CH:9]=1)=[O:6].[CH3:38][N:39]([CH3:45])[C@@H:40]1[CH2:44][CH2:43][NH:42][CH2:41]1, predict the reaction product. The product is: [CH3:38][N:39]([CH3:45])[C@@H:40]1[CH2:44][CH2:43][N:42]([C:21]2[N:20]=[C:19]([O:18][C:11]3[C:12]4[C:17](=[CH:16][CH:15]=[CH:14][CH:13]=4)[C:8]([NH:7][C:5](=[O:6])[C:4]4[CH:29]=[C:30]([N:32]5[CH2:37][CH2:36][CH2:35][CH2:34][CH2:33]5)[CH:31]=[C:2]([F:1])[CH:3]=4)=[CH:9][CH:10]=3)[CH:24]=[CH:23][N:22]=2)[CH2:41]1. (4) Given the reactants [CH3:1][C:2]([S@@:5]([NH2:7])=[O:6])([CH3:4])[CH3:3].[I-].C([Zn+])C(C)(C)C.[Br:15][C:16]1[CH:17]=[CH:18][C:19]([O:29][CH2:30][O:31][CH3:32])=[C:20]([C:22](=O)[C:23]([O:25][CH2:26][CH3:27])=[O:24])[CH:21]=1, predict the reaction product. The product is: [Br:15][C:16]1[CH:17]=[CH:18][C:19]([O:29][CH2:30][O:31][CH3:32])=[C:20]([C:22](=[N:7][S@:5]([C:2]([CH3:4])([CH3:3])[CH3:1])=[O:6])[C:23]([O:25][CH2:26][CH3:27])=[O:24])[CH:21]=1.